Dataset: TCR-epitope binding with 47,182 pairs between 192 epitopes and 23,139 TCRs. Task: Binary Classification. Given a T-cell receptor sequence (or CDR3 region) and an epitope sequence, predict whether binding occurs between them. (1) The epitope is YVLDHLIVV. The TCR CDR3 sequence is CASSLFSVALANTGELFF. Result: 0 (the TCR does not bind to the epitope). (2) The TCR CDR3 sequence is CASSQLRTSSWDNTGELFF. Result: 0 (the TCR does not bind to the epitope). The epitope is ATVVIGTSK. (3) The TCR CDR3 sequence is CASPKQGQEYEQYF. Result: 0 (the TCR does not bind to the epitope). The epitope is NLNESLIDL. (4) The epitope is TAFTIPSI. The TCR CDR3 sequence is CASSVAIWRGSYNEQFF. Result: 0 (the TCR does not bind to the epitope). (5) The epitope is MLNIPSINV. The TCR CDR3 sequence is CASSGDRGMNTEAFF. Result: 0 (the TCR does not bind to the epitope).